From a dataset of Forward reaction prediction with 1.9M reactions from USPTO patents (1976-2016). Predict the product of the given reaction. (1) Given the reactants [NH2:1][C:2]1[C:3]2[C:11]([C:12]3[CH:17]=[CH:16][CH:15]=[C:14]([O:18][CH3:19])[CH:13]=3)=[C:10]([CH3:20])[S:9][C:4]=2[NH:5][C:6](=[O:8])[CH:7]=1.[C:21](=O)([O-])[O-].[K+].[K+].CI, predict the reaction product. The product is: [CH3:20][C:10]1[S:9][C:4]2[N:5]=[C:6]([O:8][CH3:21])[CH:7]=[C:2]([NH2:1])[C:3]=2[C:11]=1[C:12]1[CH:17]=[CH:16][CH:15]=[C:14]([O:18][CH3:19])[CH:13]=1. (2) Given the reactants C(OC([N:8]1[CH2:13][CH2:12][N:11]([C:14]2[C:19]([Cl:20])=[N:18][CH:17]=[CH:16][N:15]=2)[CH2:10][CH2:9]1)=O)(C)(C)C.C(=O)([O-])[O-].[K+].[K+].[CH3:27][C:28]1[CH:33]=[CH:32][CH:31]=[C:30]([CH3:34])[C:29]=1B(O)O.O, predict the reaction product. The product is: [ClH:20].[ClH:20].[CH3:27][C:28]1[CH:33]=[CH:32][CH:31]=[C:30]([CH3:34])[C:29]=1[C:19]1[C:14]([N:11]2[CH2:10][CH2:9][NH:8][CH2:13][CH2:12]2)=[N:15][CH:16]=[CH:17][N:18]=1. (3) Given the reactants [O:1]=[C:2]1[CH:6]=[C:5]([C@H:7]2[CH2:12][CH2:11][N:10](C(OC)=O)[C@@H:9]([CH2:17][C:18]3[CH:23]=[CH:22][C:21]([O:24][C:25]([F:28])([F:27])[F:26])=[CH:20][CH:19]=3)[CH2:8]2)[O:4][NH:3]1.Br, predict the reaction product. The product is: [F:28][C:25]([F:26])([F:27])[O:24][C:21]1[CH:22]=[CH:23][C:18]([CH2:17][C@H:9]2[CH2:8][C@@H:7]([C:5]3[O:4][NH:3][C:2](=[O:1])[CH:6]=3)[CH2:12][CH2:11][NH:10]2)=[CH:19][CH:20]=1. (4) Given the reactants C[O-].[Na+].[CH3:4][O:5][C:6]([C:8]1[N:9]=[N:10][C:11]([Cl:15])=[CH:12][C:13]=1Cl)=[O:7].Cl.[C:17]([O-])(O)=[O:18].[Na+], predict the reaction product. The product is: [CH3:4][O:5][C:6]([C:8]1[N:9]=[N:10][C:11]([Cl:15])=[CH:12][C:13]=1[O:18][CH3:17])=[O:7]. (5) Given the reactants [CH3:1][N:2]1[C:6]([O:7][CH2:8][C:9]([F:12])([F:11])[F:10])=[C:5]([CH2:13]O)[C:4]([C:15]([F:18])([F:17])[F:16])=[N:3]1.S(Cl)([Cl:21])=O, predict the reaction product. The product is: [Cl:21][CH2:13][C:5]1[C:4]([C:15]([F:18])([F:17])[F:16])=[N:3][N:2]([CH3:1])[C:6]=1[O:7][CH2:8][C:9]([F:12])([F:11])[F:10]. (6) Given the reactants [C:1]([C:4]1[C:22](=[O:23])[C@@:8]2([CH3:24])[C:9]3[C:15]([OH:16])=[CH:14][C:13]([O:17][CH3:18])=[C:12]([C:19]([NH2:21])=[O:20])[C:10]=3[O:11][C:7]2=[CH:6][C:5]=1[OH:25])(=[O:3])[CH3:2].[CH2:26]([C:28]1[CH:37]=[CH:36][C:35]2[C:30](=[CH:31][C:32]([F:38])=[CH:33][CH:34]=2)[C:29]=1[CH:39]=O)[CH3:27].C([SiH](CC)CC)C.FC(F)(F)C(O)=O, predict the reaction product. The product is: [C:1]([C:4]1[C:22](=[O:23])[C@@:8]2([CH3:24])[C:9]3[C:15]([OH:16])=[CH:14][C:13]([O:17][CH3:18])=[C:12]([C:19]([NH:21][CH2:39][C:29]4[C:30]5[C:35](=[CH:34][CH:33]=[C:32]([F:38])[CH:31]=5)[CH:36]=[CH:37][C:28]=4[CH2:26][CH3:27])=[O:20])[C:10]=3[O:11][C:7]2=[CH:6][C:5]=1[OH:25])(=[O:3])[CH3:2].